Dataset: NCI-60 drug combinations with 297,098 pairs across 59 cell lines. Task: Regression. Given two drug SMILES strings and cell line genomic features, predict the synergy score measuring deviation from expected non-interaction effect. (1) Drug 1: CCC1(CC2CC(C3=C(CCN(C2)C1)C4=CC=CC=C4N3)(C5=C(C=C6C(=C5)C78CCN9C7C(C=CC9)(C(C(C8N6C=O)(C(=O)OC)O)OC(=O)C)CC)OC)C(=O)OC)O.OS(=O)(=O)O. Drug 2: C1CNP(=O)(OC1)N(CCCl)CCCl. Cell line: 786-0. Synergy scores: CSS=-1.68, Synergy_ZIP=1.84, Synergy_Bliss=1.76, Synergy_Loewe=-1.56, Synergy_HSA=-1.38. (2) Synergy scores: CSS=29.2, Synergy_ZIP=1.29, Synergy_Bliss=1.84, Synergy_Loewe=-27.8, Synergy_HSA=1.58. Cell line: NCIH23. Drug 1: CN(C)C1=NC(=NC(=N1)N(C)C)N(C)C. Drug 2: C1=NC2=C(N1)C(=S)N=C(N2)N. (3) Drug 1: CC12CCC3C(C1CCC2=O)CC(=C)C4=CC(=O)C=CC34C. Drug 2: C1CC(=O)NC(=O)C1N2C(=O)C3=CC=CC=C3C2=O. Cell line: OVCAR3. Synergy scores: CSS=40.2, Synergy_ZIP=3.88, Synergy_Bliss=3.13, Synergy_Loewe=-3.75, Synergy_HSA=-3.96. (4) Drug 2: C1CCC(C(C1)N)N.C(=O)(C(=O)[O-])[O-].[Pt+4]. Synergy scores: CSS=26.6, Synergy_ZIP=-4.66, Synergy_Bliss=0.268, Synergy_Loewe=-25.4, Synergy_HSA=-0.806. Drug 1: CCC1(C2=C(COC1=O)C(=O)N3CC4=CC5=C(C=CC(=C5CN(C)C)O)N=C4C3=C2)O.Cl. Cell line: ACHN.